This data is from NCI-60 drug combinations with 297,098 pairs across 59 cell lines. The task is: Regression. Given two drug SMILES strings and cell line genomic features, predict the synergy score measuring deviation from expected non-interaction effect. (1) Drug 1: CC1C(C(CC(O1)OC2CC(CC3=C2C(=C4C(=C3O)C(=O)C5=C(C4=O)C(=CC=C5)OC)O)(C(=O)C)O)N)O.Cl. Drug 2: COCCOC1=C(C=C2C(=C1)C(=NC=N2)NC3=CC=CC(=C3)C#C)OCCOC.Cl. Cell line: 786-0. Synergy scores: CSS=33.0, Synergy_ZIP=-8.38, Synergy_Bliss=0.167, Synergy_Loewe=-7.20, Synergy_HSA=0.654. (2) Drug 1: C(CCl)NC(=O)N(CCCl)N=O. Drug 2: COCCOC1=C(C=C2C(=C1)C(=NC=N2)NC3=CC=CC(=C3)C#C)OCCOC.Cl. Cell line: RPMI-8226. Synergy scores: CSS=9.04, Synergy_ZIP=-4.93, Synergy_Bliss=-5.21, Synergy_Loewe=-7.21, Synergy_HSA=-7.11. (3) Drug 1: CC1=C(C=C(C=C1)NC(=O)C2=CC=C(C=C2)CN3CCN(CC3)C)NC4=NC=CC(=N4)C5=CN=CC=C5. Drug 2: C1CN(CCN1C(=O)CCBr)C(=O)CCBr. Cell line: LOX IMVI. Synergy scores: CSS=51.2, Synergy_ZIP=-0.589, Synergy_Bliss=0.419, Synergy_Loewe=4.44, Synergy_HSA=5.64. (4) Drug 1: CN1CCC(CC1)COC2=C(C=C3C(=C2)N=CN=C3NC4=C(C=C(C=C4)Br)F)OC. Drug 2: COC1=C(C=C2C(=C1)N=CN=C2NC3=CC(=C(C=C3)F)Cl)OCCCN4CCOCC4. Cell line: U251. Synergy scores: CSS=17.9, Synergy_ZIP=-5.53, Synergy_Bliss=-0.474, Synergy_Loewe=0.358, Synergy_HSA=1.88. (5) Drug 1: CC(CN1CC(=O)NC(=O)C1)N2CC(=O)NC(=O)C2. Drug 2: COCCOC1=C(C=C2C(=C1)C(=NC=N2)NC3=CC=CC(=C3)C#C)OCCOC.Cl. Cell line: RPMI-8226. Synergy scores: CSS=35.0, Synergy_ZIP=2.66, Synergy_Bliss=3.90, Synergy_Loewe=0.949, Synergy_HSA=3.00. (6) Drug 1: CC12CCC(CC1=CCC3C2CCC4(C3CC=C4C5=CN=CC=C5)C)O. Drug 2: CN(CC1=CN=C2C(=N1)C(=NC(=N2)N)N)C3=CC=C(C=C3)C(=O)NC(CCC(=O)O)C(=O)O. Cell line: MOLT-4. Synergy scores: CSS=46.0, Synergy_ZIP=1.50, Synergy_Bliss=3.01, Synergy_Loewe=-31.6, Synergy_HSA=2.81. (7) Drug 1: C1=CC(=CC=C1CCCC(=O)O)N(CCCl)CCCl. Drug 2: COC1=NC(=NC2=C1N=CN2C3C(C(C(O3)CO)O)O)N. Cell line: 786-0. Synergy scores: CSS=37.2, Synergy_ZIP=-0.794, Synergy_Bliss=-2.20, Synergy_Loewe=-5.49, Synergy_HSA=-1.02. (8) Drug 1: CC1C(C(=O)NC(C(=O)N2CCCC2C(=O)N(CC(=O)N(C(C(=O)O1)C(C)C)C)C)C(C)C)NC(=O)C3=C4C(=C(C=C3)C)OC5=C(C(=O)C(=C(C5=N4)C(=O)NC6C(OC(=O)C(N(C(=O)CN(C(=O)C7CCCN7C(=O)C(NC6=O)C(C)C)C)C)C(C)C)C)N)C. Drug 2: C1CN1C2=NC(=NC(=N2)N3CC3)N4CC4. Cell line: NCIH23. Synergy scores: CSS=51.9, Synergy_ZIP=-2.59, Synergy_Bliss=-1.78, Synergy_Loewe=-1.80, Synergy_HSA=-1.43. (9) Drug 1: C#CCC(CC1=CN=C2C(=N1)C(=NC(=N2)N)N)C3=CC=C(C=C3)C(=O)NC(CCC(=O)O)C(=O)O. Drug 2: C1C(C(OC1N2C=NC3=C2NC=NCC3O)CO)O. Cell line: EKVX. Synergy scores: CSS=2.24, Synergy_ZIP=-0.843, Synergy_Bliss=-0.641, Synergy_Loewe=2.55, Synergy_HSA=-3.06.